This data is from Catalyst prediction with 721,799 reactions and 888 catalyst types from USPTO. The task is: Predict which catalyst facilitates the given reaction. Reactant: [CH3:1][O:2][C:3](=[O:25])[C@@H:4]([NH:17][C:18]([O:20][C:21]([CH3:24])([CH3:23])[CH3:22])=[O:19])[CH2:5][CH2:6][C:7]([O:9]CC1C=CC=CC=1)=[O:8]. Product: [CH3:1][O:2][C:3](=[O:25])[C@@H:4]([NH:17][C:18]([O:20][C:21]([CH3:23])([CH3:22])[CH3:24])=[O:19])[CH2:5][CH2:6][C:7]([OH:9])=[O:8]. The catalyst class is: 352.